Task: Predict the product of the given reaction.. Dataset: Forward reaction prediction with 1.9M reactions from USPTO patents (1976-2016) (1) Given the reactants [Li+].[OH-].[Cl:3][C:4]1[CH:5]=[C:6]([CH:34]=[C:35]([C:38]([F:41])([F:40])[F:39])[C:36]=1[OH:37])[CH2:7][C@@H:8]([CH2:13][C:14](=[O:33])[N:15]1[CH2:20][CH2:19][CH:18]([N:21]2[CH2:27][CH2:26][C:25]3[CH:28]=[CH:29][CH:30]=[CH:31][C:24]=3[NH:23][C:22]2=[O:32])[CH2:17][CH2:16]1)[C:9]([O:11]C)=[O:10], predict the reaction product. The product is: [Cl:3][C:4]1[CH:5]=[C:6]([CH:34]=[C:35]([C:38]([F:41])([F:39])[F:40])[C:36]=1[OH:37])[CH2:7][C@@H:8]([CH2:13][C:14](=[O:33])[N:15]1[CH2:16][CH2:17][CH:18]([N:21]2[CH2:27][CH2:26][C:25]3[CH:28]=[CH:29][CH:30]=[CH:31][C:24]=3[NH:23][C:22]2=[O:32])[CH2:19][CH2:20]1)[C:9]([OH:11])=[O:10]. (2) The product is: [F:25][C:19]1[CH:20]=[C:21]([NH:24][C:37]([C:34]2[C:35](=[O:36])[N:30]([CH3:29])[N:31]=[CH:32][CH:33]=2)=[O:38])[CH:22]=[CH:23][C:18]=1[O:17][C:16]1[CH:15]=[CH:14][N:13]=[C:12]2[NH:8][N:9]=[C:10]([CH3:26])[C:11]=12. Given the reactants COC1C=CC(C[N:8]2[C:12]3=[N:13][CH:14]=[CH:15][C:16]([O:17][C:18]4[CH:23]=[CH:22][C:21]([NH2:24])=[CH:20][C:19]=4[F:25])=[C:11]3[C:10]([CH3:26])=[N:9]2)=CC=1.[CH3:29][N:30]1[C:35](=[O:36])[C:34]([C:37](O)=[O:38])=[CH:33][CH:32]=[N:31]1.Cl.FC1C=CC(NN)=CC=1, predict the reaction product. (3) Given the reactants [NH2:1][CH:2]([C:11]1[C:16]([F:17])=[CH:15][CH:14]=[CH:13][C:12]=1[O:18][CH2:19][CH3:20])[CH2:3][CH:4]([CH3:10])[C:5]([O:7]CC)=O.[C:21]1([CH3:34])[CH:26]=[CH:25][C:24]([C:27]2[S:28][CH:29]=[C:30]([CH:32]=O)[N:31]=2)=[CH:23][CH:22]=1, predict the reaction product. The product is: [CH2:19]([O:18][C:12]1[CH:13]=[CH:14][CH:15]=[C:16]([F:17])[C:11]=1[CH:2]1[N:1]([CH2:32][C:30]2[N:31]=[C:27]([C:24]3[CH:25]=[CH:26][C:21]([CH3:34])=[CH:22][CH:23]=3)[S:28][CH:29]=2)[C:5](=[O:7])[CH:4]([CH3:10])[CH2:3]1)[CH3:20]. (4) Given the reactants [N+:1]([C:4]1[C:12]2[S:11][C:10]([NH2:13])=[N:9][C:8]=2[CH:7]=[CH:6][CH:5]=1)([O-:3])=[O:2].Br[CH:15]([CH2:20][CH3:21])[C:16]([O:18]C)=[O:17].[CH3:22][C:23]1[CH:32]=[CH:31][C:26]2N=C(N)S[C:25]=2[CH:24]=1.BrC(CC)[C:35](OCC)=[O:36], predict the reaction product. The product is: [CH3:22][C:23]1[CH:32]=[CH:31][C:26]([C:35]([N:13]=[C:10]2[N:9]([CH:15]([CH2:20][CH3:21])[C:16]([OH:18])=[O:17])[C:8]3[CH:7]=[CH:6][CH:5]=[C:4]([N+:1]([O-:3])=[O:2])[C:12]=3[S:11]2)=[O:36])=[CH:25][CH:24]=1. (5) Given the reactants [Cl:1][C:2]1[N:7]=[C:6](Cl)[C:5]([Cl:9])=[CH:4][N:3]=1.C(N(C(C)C)CC)(C)C.[N+:19]([C:22]1[CH:27]=[CH:26][CH:25]=[CH:24][C:23]=1[OH:28])([O-:21])=[O:20], predict the reaction product. The product is: [N+:19]([C:22]1[CH:27]=[CH:26][CH:25]=[CH:24][C:23]=1[O:28][C:6]1[C:5]([Cl:9])=[CH:4][N:3]=[C:2]([Cl:1])[N:7]=1)([O-:21])=[O:20]. (6) Given the reactants [CH3:1][C:2]1[CH:3]=[C:4]([C:9]2[N:10]=[C:11]([NH2:20])[S:12][C:13]=2[C:14]2[CH:19]=[CH:18][N:17]=[CH:16][CH:15]=2)[CH:5]=[C:6]([CH3:8])[CH:7]=1.[CH2:21]([N:23]=[C:24]=[O:25])[CH3:22].C(=O)([O-])O.[Na+], predict the reaction product. The product is: [CH3:1][C:2]1[CH:3]=[C:4]([C:9]2[N:10]=[C:11]([NH:20][C:24]([NH:23][CH2:21][CH3:22])=[O:25])[S:12][C:13]=2[C:14]2[CH:19]=[CH:18][N:17]=[CH:16][CH:15]=2)[CH:5]=[C:6]([CH3:8])[CH:7]=1. (7) Given the reactants [CH2:1]([O:3][C:4](=[O:18])[C:5]1[CH:10]=[C:9]([F:11])[C:8]([N:12]2[CH2:16][CH2:15][CH2:14][CH2:13]2)=[CH:7][C:6]=1F)[CH3:2].[CH:19]1([NH2:22])[CH2:21][CH2:20]1, predict the reaction product. The product is: [CH2:1]([O:3][C:4](=[O:18])[C:5]1[CH:10]=[C:9]([F:11])[C:8]([N:12]2[CH2:16][CH2:15][CH2:14][CH2:13]2)=[CH:7][C:6]=1[NH:22][CH:19]1[CH2:21][CH2:20]1)[CH3:2]. (8) Given the reactants [Br:1][C:2]1[CH:3]=[N:4][C:5]2[N:6]([N:8]=[C:9]([C:11]([OH:13])=O)[CH:10]=2)[CH:7]=1.[CH3:14][CH:15]1[C:24]2[C:19](=[C:20]([N:25]3[CH2:30][CH2:29][O:28][CH2:27][CH2:26]3)[CH:21]=[CH:22][CH:23]=2)[CH2:18][CH2:17][NH:16]1, predict the reaction product. The product is: [Br:1][C:2]1[CH:3]=[N:4][C:5]2[N:6]([N:8]=[C:9]([C:11]([N:16]3[CH2:17][CH2:18][C:19]4[C:24](=[CH:23][CH:22]=[CH:21][C:20]=4[N:25]4[CH2:30][CH2:29][O:28][CH2:27][CH2:26]4)[CH:15]3[CH3:14])=[O:13])[CH:10]=2)[CH:7]=1.